From a dataset of Catalyst prediction with 721,799 reactions and 888 catalyst types from USPTO. Predict which catalyst facilitates the given reaction. Reactant: [N+:1]([C:4]1[CH:5]=[C:6]([CH:19]=[CH:20][C:21]=1[NH:22][C:23]([C:25]1[O:26][C:27]([NH:30][C:31]2[CH:36]=[C:35]([F:37])[C:34]([F:38])=[CH:33][C:32]=2[F:39])=[N:28][N:29]=1)=[O:24])[O:7][C@@H:8]1[CH2:13][CH2:12][C@H:11]([C:14]([O:16][CH2:17][CH3:18])=[O:15])[CH2:10][CH2:9]1)([O-])=O.C1COCC1.O1CCOCC1. Product: [NH2:1][C:4]1[CH:5]=[C:6]([CH:19]=[CH:20][C:21]=1[NH:22][C:23]([C:25]1[O:26][C:27]([NH:30][C:31]2[CH:36]=[C:35]([F:37])[C:34]([F:38])=[CH:33][C:32]=2[F:39])=[N:28][N:29]=1)=[O:24])[O:7][C@@H:8]1[CH2:13][CH2:12][C@H:11]([C:14]([O:16][CH2:17][CH3:18])=[O:15])[CH2:10][CH2:9]1. The catalyst class is: 256.